From a dataset of TCR-epitope binding with 47,182 pairs between 192 epitopes and 23,139 TCRs. Binary Classification. Given a T-cell receptor sequence (or CDR3 region) and an epitope sequence, predict whether binding occurs between them. (1) The epitope is YLNTLTLAV. The TCR CDR3 sequence is CASSSGVAGALQETQYF. Result: 1 (the TCR binds to the epitope). (2) The epitope is LVLSVNPYV. The TCR CDR3 sequence is CASSPTGSHQTEAFF. Result: 1 (the TCR binds to the epitope).